From a dataset of Full USPTO retrosynthesis dataset with 1.9M reactions from patents (1976-2016). Predict the reactants needed to synthesize the given product. (1) Given the product [Br:1][C:2]1[CH:14]=[C:13]2[C:5]([C:6]3[C:7](=[O:30])[C:8]4[CH:20]=[CH:19][C:18]([O:21][CH2:22][C@H:23]5[CH2:27][O:26][C:25]([CH3:29])([CH3:28])[O:24]5)=[CH:17][C:9]=4[C:10]([CH3:15])([CH3:16])[C:11]=3[N:12]2[CH3:33])=[CH:4][CH:3]=1, predict the reactants needed to synthesize it. The reactants are: [Br:1][C:2]1[CH:14]=[C:13]2[C:5]([C:6]3[C:7](=[O:30])[C:8]4[CH:20]=[CH:19][C:18]([O:21][CH2:22][C@H:23]5[CH2:27][O:26][C:25]([CH3:29])([CH3:28])[O:24]5)=[CH:17][C:9]=4[C:10]([CH3:16])([CH3:15])[C:11]=3[NH:12]2)=[CH:4][CH:3]=1.[H-].[Na+].[CH3:33]I.[Cl-].[NH4+].S([O-])([O-])(=O)=S.[Na+].[Na+]. (2) Given the product [CH3:1][C:2]1([CH3:10])[CH2:7][CH2:6][C:5]([NH:11][C:12]2[CH:19]=[CH:18][C:15]([C:16]#[N:17])=[C:14]([C:20]([F:21])([F:22])[F:23])[CH:13]=2)=[CH:4][C:3]1=[O:9], predict the reactants needed to synthesize it. The reactants are: [CH3:1][C:2]1([CH3:10])[CH2:7][CH2:6][C:5](=O)[CH2:4][C:3]1=[O:9].[NH2:11][C:12]1[CH:19]=[CH:18][C:15]([C:16]#[N:17])=[C:14]([C:20]([F:23])([F:22])[F:21])[CH:13]=1.O.C1(C)C=CC(S(O)(=O)=O)=CC=1. (3) Given the product [F:14][C:15]1[CH:16]=[C:17]([N+:23]([O-:25])=[O:24])[CH:18]=[C:19]([F:22])[C:20]=1[N:7]1[CH2:12][CH2:11][C:10](=[O:13])[CH2:9][CH2:8]1, predict the reactants needed to synthesize it. The reactants are: C(=O)([O-])[O-].[K+].[K+].[NH:7]1[CH2:12][CH2:11][C:10](=[O:13])[CH2:9][CH2:8]1.[F:14][C:15]1[CH:16]=[C:17]([N+:23]([O-:25])=[O:24])[CH:18]=[C:19]([F:22])[C:20]=1F. (4) Given the product [CH3:8][C:4]1[CH:5]=[CH:6][CH:7]=[C:2]([CH3:1])[C:3]=1[NH:9][C:10](=[O:32])[CH2:11][N:12]1[CH2:17][CH2:16][N:15]([CH2:18][CH:19]([OH:31])[CH2:20][O:21][CH2:22][C:37]2[CH:40]=[CH:41][C:34]([CH3:33])=[CH:35][CH:36]=2)[CH2:14][CH2:13]1, predict the reactants needed to synthesize it. The reactants are: [CH3:1][C:2]1[CH:7]=[CH:6][CH:5]=[C:4]([CH3:8])[C:3]=1[NH:9][C:10](=[O:32])[CH2:11][N:12]1[CH2:17][CH2:16][N:15]([CH2:18][CH:19]([OH:31])[CH2:20][O:21][CH:22]2CC3C(=CC=CC=3)C2)[CH2:14][CH2:13]1.[CH3:33][C:34]1[CH:41]=[CH:40][C:37](CO)=[CH:36][CH:35]=1. (5) Given the product [Cl:18][C:19]1[CH:20]=[C:21]2[CH:27]=[C:26]([C:28]([NH:10][NH:9][C:1]([C:2]3[CH:3]=[N:4][CH:5]=[CH:6][CH:7]=3)=[O:8])=[O:29])[NH:25][C:22]2=[CH:23][N:24]=1, predict the reactants needed to synthesize it. The reactants are: [C:1]([NH:9][NH2:10])(=[O:8])[C:2]1[CH:7]=[CH:6][CH:5]=[N:4][CH:3]=1.C(N(CC)CC)C.[Cl:18][C:19]1[CH:20]=[C:21]2[CH:27]=[C:26]([C:28](O)=[O:29])[NH:25][C:22]2=[CH:23][N:24]=1.C1C=CC2N(O)N=NC=2C=1.CCN=C=NCCCN(C)C.